Dataset: hERG potassium channel inhibition data for cardiac toxicity prediction from Karim et al.. Task: Regression/Classification. Given a drug SMILES string, predict its toxicity properties. Task type varies by dataset: regression for continuous values (e.g., LD50, hERG inhibition percentage) or binary classification for toxic/non-toxic outcomes (e.g., AMES mutagenicity, cardiotoxicity, hepatotoxicity). Dataset: herg_karim. (1) The compound is CN1CCC[C@H]1Cn1nc(Cc2ccc(Cl)cc2)c2ncccc2c1=O. The result is 1 (blocker). (2) The compound is Cc1nn(-c2ccccc2)cc1CN1CCC2(CC1)OCc1ccccc12. The result is 1 (blocker). (3) The compound is O=C1NCC(c2ccccc2)C12CCN(C1CCCCC1(O)c1ccc(F)cc1)CC2. The result is 1 (blocker). (4) The molecule is Cn1cnc(C(=O)N(Cc2cccc(OC(F)(F)F)c2)C2CC3CN(CC(C)(C)O)CC3C2)c1. The result is 1 (blocker). (5) The drug is COc1ccc(-c2nc3cc(F)c(F)cc3n2[C@H](C(=O)N[C@H]2CC[C@H](C(=O)O)CC2)C2CCCCC2)c(OC)n1. The result is 0 (non-blocker).